Predict the reactants needed to synthesize the given product. From a dataset of Full USPTO retrosynthesis dataset with 1.9M reactions from patents (1976-2016). (1) The reactants are: Br[C:2]1[CH:3]=[CH:4][CH:5]=[C:6]2[C:10]=1[N:9]([CH2:11][CH2:12][C:13]([O:15]CC)=[O:14])[CH:8]=[C:7]2[CH2:18][CH2:19][CH2:20][O:21][C:22]1[CH:27]=[C:26]([CH3:28])[C:25]([Cl:29])=[C:24]([CH3:30])[CH:23]=1.[NH:31]1[CH:35]=[C:34](B2OC(C)(C)C(C)(C)O2)[CH:33]=[N:32]1. Given the product [Cl:29][C:25]1[C:24]([CH3:30])=[CH:23][C:22]([O:21][CH2:20][CH2:19][CH2:18][C:7]2[C:6]3[C:10](=[C:2]([C:34]4[CH:35]=[N:31][NH:32][CH:33]=4)[CH:3]=[CH:4][CH:5]=3)[N:9]([CH2:11][CH2:12][C:13]([OH:15])=[O:14])[CH:8]=2)=[CH:27][C:26]=1[CH3:28], predict the reactants needed to synthesize it. (2) The reactants are: C[O:2][C:3]1[CH:15]=[C:14]2[C:6]([CH:7]3[CH:12]([CH2:13]2)[CH2:11][CH2:10][CH2:9][CH2:8]3)=[CH:5][CH:4]=1.B(Br)(Br)Br. Given the product [CH:15]1[C:14]2[CH2:13][CH:12]3[CH:7]([CH2:8][CH2:9][CH2:10][CH2:11]3)[C:6]=2[CH:5]=[CH:4][C:3]=1[OH:2], predict the reactants needed to synthesize it. (3) Given the product [O:27]=[S:2]1(=[O:1])[CH2:3][CH2:4][N:5]([CH2:8][CH2:9][NH:10][CH2:23][CH2:24][O:25][CH3:26])[CH2:6][CH2:7]1, predict the reactants needed to synthesize it. The reactants are: [O:1]=[S:2]1(=[O:27])[CH2:7][CH2:6][N:5]([CH2:8][CH2:9][N:10]([CH2:23][CH2:24][O:25][CH3:26])S(C2C=CC=CC=2[N+]([O-])=O)(=O)=O)[CH2:4][CH2:3]1.C1(S)C=CC=CC=1.C(=O)([O-])[O-].[K+].[K+]. (4) Given the product [CH3:31][O:30][C:25]1[CH:26]=[CH:27][CH:28]=[CH:29][C:24]=1[N:17]1[CH2:16][CH2:15][C:12]2([C:11](=[O:20])[N:10]([C:7]3[CH:8]=[CH:9][C:4]([O:3][C:2]([F:1])([F:21])[F:22])=[CH:5][CH:6]=3)[CH2:14][CH2:13]2)[CH2:19][CH2:18]1, predict the reactants needed to synthesize it. The reactants are: [F:1][C:2]([F:22])([F:21])[O:3][C:4]1[CH:9]=[CH:8][C:7]([N:10]2[CH2:14][CH2:13][C:12]3([CH2:19][CH2:18][NH:17][CH2:16][CH2:15]3)[C:11]2=[O:20])=[CH:6][CH:5]=1.Br[C:24]1[CH:29]=[CH:28][CH:27]=[CH:26][C:25]=1[O:30][CH3:31]. (5) Given the product [NH2:21][N:22]1[C:13]([CH2:12][C:8]2[CH:7]=[C:6]3[C:11](=[CH:10][CH:9]=2)[N:2]=[CH:3][CH:4]=[CH:5]3)=[N:15][N:16]=[C:17]1[SH:19], predict the reactants needed to synthesize it. The reactants are: [K+].[N:2]1[C:11]2[C:6](=[CH:7][C:8]([CH2:12][C:13]([NH:15][NH:16][C:17]([S-:19])=S)=O)=[CH:9][CH:10]=2)[CH:5]=[CH:4][CH:3]=1.O.[NH2:21][NH2:22].S.